The task is: Predict the reactants needed to synthesize the given product.. This data is from Full USPTO retrosynthesis dataset with 1.9M reactions from patents (1976-2016). Given the product [CH3:14][N:15]1[CH:19]2[CH2:20][CH2:21][CH2:22][CH:18]2[N:17]([C:2]2[CH:7]=[CH:6][C:5]([C:8]#[C:9][Si:10]([CH3:13])([CH3:12])[CH3:11])=[CH:4][N:3]=2)[C:16]1=[O:23], predict the reactants needed to synthesize it. The reactants are: Br[C:2]1[CH:7]=[CH:6][C:5]([C:8]#[C:9][Si:10]([CH3:13])([CH3:12])[CH3:11])=[CH:4][N:3]=1.[CH3:14][N:15]1[CH:19]2[CH2:20][CH2:21][CH2:22][CH:18]2[NH:17][C:16]1=[O:23].